From a dataset of Forward reaction prediction with 1.9M reactions from USPTO patents (1976-2016). Predict the product of the given reaction. (1) The product is: [CH:34]1([N:37]2[CH2:42][CH2:41][N:40]([C:12]([C:11]3[CH:10]=[C:9]([CH:17]=[CH:16][CH:15]=3)[CH2:8][N:7]3[C:2](=[O:1])[CH:3]=[CH:4][C:5]([C:18]4[O:22][N:21]=[C:20]([C:23]5[CH:28]=[CH:27][C:26]([O:29][C:30]([F:33])([F:32])[F:31])=[CH:25][CH:24]=5)[N:19]=4)=[N:6]3)=[O:13])[CH2:39][CH2:38]2)[CH2:36][CH2:35]1. Given the reactants [O:1]=[C:2]1[N:7]([CH2:8][C:9]2[CH:10]=[C:11]([CH:15]=[CH:16][CH:17]=2)[C:12](Cl)=[O:13])[N:6]=[C:5]([C:18]2[O:22][N:21]=[C:20]([C:23]3[CH:28]=[CH:27][C:26]([O:29][C:30]([F:33])([F:32])[F:31])=[CH:25][CH:24]=3)[N:19]=2)[CH:4]=[CH:3]1.[CH:34]1([N:37]2[CH2:42][CH2:41][NH:40][CH2:39][CH2:38]2)[CH2:36][CH2:35]1, predict the reaction product. (2) Given the reactants [CH3:1][CH:2]([CH3:46])[C@H:3]([NH:41][C:42](=[O:45])[O:43][CH3:44])[C:4](=[O:40])[N:5]1[CH2:9][CH2:8][CH2:7][C@H:6]1[C:10]1[NH:11][C:12]([C:15]2[CH:28]=[C:27]3[C:29]4[C:30]5[C:24]([CH2:25][CH2:26]3)=[CH:23][C:22](B3OC(C)(C)C(C)(C)O3)=[CH:21][C:20]=5[CH2:19][CH2:18][C:17]=4[CH:16]=2)=[CH:13][N:14]=1.Br[C:48]1[NH:52][C:51]([C@@H:53]2[CH2:57][CH2:56][CH2:55][N:54]2[C:58]([O:60][C:61]([CH3:64])([CH3:63])[CH3:62])=[O:59])=[N:50][CH:49]=1.C([O-])([O-])=O.[K+].[K+], predict the reaction product. The product is: [CH3:44][O:43][C:42]([NH:41][C@@H:3]([CH:2]([CH3:46])[CH3:1])[C:4]([N:5]1[CH2:9][CH2:8][CH2:7][C@H:6]1[C:10]1[NH:11][C:12]([C:15]2[CH:16]=[C:17]3[C:29]4[C:30]5[C:20](=[CH:21][C:22]([C:48]6[NH:52][C:51]([C@@H:53]7[CH2:57][CH2:56][CH2:55][N:54]7[C:58]([O:60][C:61]([CH3:64])([CH3:63])[CH3:62])=[O:59])=[N:50][CH:49]=6)=[CH:23][C:24]=5[CH2:25][CH2:26][C:27]=4[CH:28]=2)[CH2:19][CH2:18]3)=[CH:13][N:14]=1)=[O:40])=[O:45]. (3) Given the reactants [C:1]1([C@H:7]([OH:9])[CH3:8])[CH:6]=[CH:5][CH:4]=[CH:3][CH:2]=1.[H-].[Na+].CS(O[CH2:17][CH:18]=[C:19]([C:26]1[CH:31]=[CH:30][CH:29]=[CH:28][CH:27]=1)[C:20]1[CH:25]=[CH:24][CH:23]=[CH:22][CH:21]=1)(=O)=O, predict the reaction product. The product is: [C:1]1([C@H:7]([O:9][CH2:17][CH:18]=[C:19]([C:20]2[CH:25]=[CH:24][CH:23]=[CH:22][CH:21]=2)[C:26]2[CH:31]=[CH:30][CH:29]=[CH:28][CH:27]=2)[CH3:8])[CH:6]=[CH:5][CH:4]=[CH:3][CH:2]=1. (4) Given the reactants [CH3:1][O:2][C:3]1[CH:4]=[CH:5][C:6]2[C:12]([CH3:14])([CH3:13])[CH2:11][CH2:10][C:9](=[O:15])[NH:8][C:7]=2[CH:16]=1.FC(F)(F)C(OC(=O)C(F)(F)F)=O.[N+:30]([O-:33])([O-:32])=[O:31].[K+], predict the reaction product. The product is: [CH3:1][O:2][C:3]1[CH:4]=[CH:5][C:6]2[C:12]([CH3:14])([CH3:13])[CH2:11][CH2:10][C:9](=[O:15])[NH:8][C:7]=2[C:16]=1[N+:30]([O-:32])=[O:31].[CH3:1][O:2][C:3]1[C:4]([N+:30]([O-:33])=[O:31])=[CH:5][C:6]2[C:12]([CH3:14])([CH3:13])[CH2:11][CH2:10][C:9](=[O:15])[NH:8][C:7]=2[CH:16]=1. (5) Given the reactants [OH-].[Na+].[F:3][C:4]1[CH:5]=[C:6]([N:11]2[CH2:15][CH2:14][CH2:13][C@@H:12]2[C:16]2[CH:17]=[C:18]([C:33]([O:35]C)=[O:34])[CH:19]=[C:20]3[C:25]=2[O:24][C:23]([N:26]2[CH2:31][CH2:30][O:29][CH2:28][CH2:27]2)=[CH:22][C:21]3=[O:32])[CH:7]=[C:8]([F:10])[CH:9]=1.Cl, predict the reaction product. The product is: [F:3][C:4]1[CH:5]=[C:6]([N:11]2[CH2:15][CH2:14][CH2:13][C@@H:12]2[C:16]2[CH:17]=[C:18]([C:33]([OH:35])=[O:34])[CH:19]=[C:20]3[C:25]=2[O:24][C:23]([N:26]2[CH2:27][CH2:28][O:29][CH2:30][CH2:31]2)=[CH:22][C:21]3=[O:32])[CH:7]=[C:8]([F:10])[CH:9]=1. (6) Given the reactants [NH2:1][CH2:2][CH:3]([OH:14])[CH2:4][O:5][C:6]1[CH:13]=[CH:12][C:9]([C:10]#[N:11])=[CH:8][CH:7]=1.O.[C:16](O[C:24]([O:26][C:27]([CH3:30])([CH3:29])[CH3:28])=[O:25])(OC(C)(C)C)=O.[Na+].[Cl-], predict the reaction product. The product is: [CH:6]([O:5][CH:4]([CH3:3])[CH3:16])([CH3:7])[CH3:13].[C:10]([C:9]1[CH:12]=[CH:13][C:6]([O:5][CH2:4][CH:3]([OH:14])[CH2:2][NH:1][C:24](=[O:25])[O:26][C:27]([CH3:28])([CH3:29])[CH3:30])=[CH:7][CH:8]=1)#[N:11]. (7) Given the reactants [ClH:1].Cl.C1(CCC2C=CC([CH:17]([C:25]3([OH:31])[CH2:30][CH2:29][CH2:28][CH2:27][CH2:26]3)[CH2:18][N:19]3[CH2:24][CH2:23][NH:22][CH2:21][CH2:20]3)=CC=2)C=CC=CC=1.OC1(C([C:54]2[CH:59]=[CH:58][CH:57]=[CH:56][C:55]=2[CH2:60][CH2:61][C:62]2[CH:67]=[CH:66][CH:65]=[CH:64][CH:63]=2)CN2CCN(C(OC(C)(C)C)=O)CC2)CCCCC1, predict the reaction product. The product is: [ClH:1].[ClH:1].[C:55]1([CH2:60][CH2:61][C:62]2[CH:63]=[CH:64][C:65]([CH:18]([N:19]3[CH2:24][CH2:23][NH:22][CH2:21][CH2:20]3)[CH2:17][C:25]3([OH:31])[CH2:26][CH2:27][CH2:28][CH2:29][CH2:30]3)=[CH:66][CH:67]=2)[CH:56]=[CH:57][CH:58]=[CH:59][CH:54]=1. (8) The product is: [NH2:35][C:26](=[O:28])[CH2:25][CH2:24][C:23]([N:22]([CH2:21][C@@H:10]1[CH2:9][N:8]([CH2:1][C:2]2[CH:3]=[CH:4][CH:5]=[CH:6][CH:7]=2)[CH2:13][CH2:12][N:11]1[C:14]([O:16][C:17]([CH3:20])([CH3:18])[CH3:19])=[O:15])[CH:30]([CH3:31])[CH3:32])=[O:29]. Given the reactants [CH2:1]([N:8]1[CH2:13][CH2:12][N:11]([C:14]([O:16][C:17]([CH3:20])([CH3:19])[CH3:18])=[O:15])[C@H:10]([CH2:21][N:22]([CH:30]([CH3:32])[CH3:31])[C:23](=[O:29])[CH2:24][CH2:25][C:26]([OH:28])=O)[CH2:9]1)[C:2]1[CH:7]=[CH:6][CH:5]=[CH:4][CH:3]=1.CC[N:35]=C=NCCCN(C)C.Cl.C(=O)(O)[O-].[Na+], predict the reaction product.